This data is from Forward reaction prediction with 1.9M reactions from USPTO patents (1976-2016). The task is: Predict the product of the given reaction. Given the reactants [B:9]1([B:9]2[O:14][CH2:13][C:12]([CH3:16])([CH3:15])[CH2:11][O:10]2)[O:14][CH2:13][C:12]([CH3:16])([CH3:15])[CH2:11][O:10]1.C([O-])(=O)C.[K+].Br[C:23]1[CH:32]=[CH:31][C:26]([O:27][CH2:28][CH2:29][OH:30])=[CH:25][CH:24]=1.ClCCl, predict the reaction product. The product is: [CH3:16][C:12]1([CH3:15])[CH2:11][O:10][B:9]([C:23]2[CH:32]=[CH:31][C:26]([O:27][CH2:28][CH2:29][OH:30])=[CH:25][CH:24]=2)[O:14][CH2:13]1.